From a dataset of Forward reaction prediction with 1.9M reactions from USPTO patents (1976-2016). Predict the product of the given reaction. (1) Given the reactants [NH2:1][C:2]1[CH:3]=[C:4]([C:8]2[N:17]=[C:16]([NH:18][C:19]3[CH:20]=[C:21]4[C:25](=[CH:26][CH:27]=3)[N:24]([C:28]([O:30][C:31]([CH3:34])([CH3:33])[CH3:32])=[O:29])[N:23]=[CH:22]4)[C:15]3[C:10](=[CH:11][CH:12]=[CH:13][CH:14]=3)[N:9]=2)[CH:5]=[CH:6][CH:7]=1.C(OC([N:42]1[CH2:47][CH2:46][CH:45]([C:48](O)=[O:49])[CH2:44][CH2:43]1)=O)(C)(C)C.C1CN([P+](ON2N=NC3C=CC=CC2=3)(N2CCCC2)N2CCCC2)CC1.F[P-](F)(F)(F)(F)F.CCN(C(C)C)C(C)C, predict the reaction product. The product is: [NH:42]1[CH2:47][CH2:46][CH:45]([C:48]([NH:1][C:2]2[CH:3]=[C:4]([C:8]3[N:17]=[C:16]([NH:18][C:19]4[CH:20]=[C:21]5[C:25](=[CH:26][CH:27]=4)[N:24]([C:28]([O:30][C:31]([CH3:34])([CH3:33])[CH3:32])=[O:29])[N:23]=[CH:22]5)[C:15]4[C:10](=[CH:11][CH:12]=[CH:13][CH:14]=4)[N:9]=3)[CH:5]=[CH:6][CH:7]=2)=[O:49])[CH2:44][CH2:43]1. (2) Given the reactants [C:1]([O:14][CH2:15][C:16]1[CH:21]=[CH:20][CH:19]=[CH:18][CH:17]=1)(=[O:13])[CH2:2][C:3]([O:5][CH2:6][C:7]1[CH:12]=[CH:11][CH:10]=[CH:9][CH:8]=1)=[O:4].C(C1C=CC(S([N:43]=[N+:44]=[N-])(=O)=O)=CC=1)CCCCCCCCCCC.C(N(CC)CC)C.CCOCC, predict the reaction product. The product is: [N+:43](=[C:2]([C:1]([O:14][CH2:15][C:16]1[CH:17]=[CH:18][CH:19]=[CH:20][CH:21]=1)=[O:13])[C:3]([O:5][CH2:6][C:7]1[CH:12]=[CH:11][CH:10]=[CH:9][CH:8]=1)=[O:4])=[N-:44]. (3) Given the reactants I[C:2]1[CH:3]=[N:4][N:5]([C:7]2[CH:8]=[N:9][CH:10]=[CH:11][CH:12]=2)[CH:6]=1.[F:13][C:14]([F:25])([F:24])[C:15]1[N:20]=[CH:19][C:18](B(O)O)=[CH:17][CH:16]=1.C(=O)([O-])[O-].[Cs+].[Cs+], predict the reaction product. The product is: [N:9]1[CH:10]=[CH:11][CH:12]=[C:7]([N:5]2[CH:6]=[C:2]([C:18]3[CH:17]=[CH:16][C:15]([C:14]([F:25])([F:24])[F:13])=[N:20][CH:19]=3)[CH:3]=[N:4]2)[CH:8]=1. (4) Given the reactants Br[CH2:2][CH2:3][CH2:4][CH2:5][N:6]([C:10]1[CH:15]=[N:14][C:13]([C:16]2[CH:21]=[CH:20][CH:19]=[CH:18][CH:17]=2)=[C:12]([C:22]2[CH:27]=[CH:26][CH:25]=[CH:24][CH:23]=2)[N:11]=1)[CH:7]([CH3:9])[CH3:8].[C:28]([O:32][CH3:33])(=[O:31])[CH2:29][SH:30].C(=O)([O-])[O-].[K+].[K+].[I-].[K+], predict the reaction product. The product is: [CH3:33][O:32][C:28](=[O:31])[CH2:29][S:30][CH2:2][CH2:3][CH2:4][CH2:5][N:6]([C:10]1[CH:15]=[N:14][C:13]([C:16]2[CH:21]=[CH:20][CH:19]=[CH:18][CH:17]=2)=[C:12]([C:22]2[CH:27]=[CH:26][CH:25]=[CH:24][CH:23]=2)[N:11]=1)[CH:7]([CH3:9])[CH3:8].